This data is from Catalyst prediction with 721,799 reactions and 888 catalyst types from USPTO. The task is: Predict which catalyst facilitates the given reaction. (1) Reactant: [NH2:1][CH2:2][C:3]([C:6]1[CH:24]=[CH:23][C:9]([C:10]([NH:12][C:13]2[N:14]=[C:15]3[CH:20]=[CH:19][C:18]([Cl:21])=[CH:17][N:16]3[CH:22]=2)=[O:11])=[CH:8][CH:7]=1)([CH3:5])[CH3:4].C(N(CC)CC)C.[C:32](Cl)(=[O:34])[CH3:33]. Product: [C:32]([NH:1][CH2:2][C:3]([C:6]1[CH:7]=[CH:8][C:9]([C:10]([NH:12][C:13]2[N:14]=[C:15]3[CH:20]=[CH:19][C:18]([Cl:21])=[CH:17][N:16]3[CH:22]=2)=[O:11])=[CH:23][CH:24]=1)([CH3:4])[CH3:5])(=[O:34])[CH3:33]. The catalyst class is: 1. (2) Reactant: [F:1][C:2]([F:26])([F:25])[C:3]1[CH:24]=[CH:23][CH:22]=[CH:21][C:4]=1[O:5][CH:6]1[CH2:11][CH2:10][N:9]([C:12]2[N:17]=[N:16][C:15](C(O)=O)=[CH:14][CH:13]=2)[CH2:8][CH2:7]1.C1C=CC(P(N=[N+]=[N-])(C2C=CC=CC=2)=O)=CC=1.CCN(CC)CC.[CH3:51][OH:52].C[N:54]([CH:56]=[O:57])C. Product: [F:1][C:2]([F:26])([F:25])[C:3]1[CH:24]=[CH:23][CH:22]=[CH:21][C:4]=1[O:5][CH:6]1[CH2:7][CH2:8][N:9]([C:12]2[N:17]=[N:16][C:15]([NH:54][C:56](=[O:57])[O:52][CH3:51])=[CH:14][CH:13]=2)[CH2:10][CH2:11]1. The catalyst class is: 6. (3) Reactant: [Li+].[BH4-].CO.[Cl:5][C:6]1[CH:11]=[CH:10][C:9]([C:12]([N:19]2[C:27]3[C:22](=[C:23]([N:28]4[C:32]([CH3:33])=[CH:31][CH:30]=[C:29]4[CH3:34])[CH:24]=[CH:25][CH:26]=3)[CH:21]=[CH:20]2)([CH2:17][CH3:18])[C:13](OC)=[O:14])=[CH:8][CH:7]=1. Product: [Cl:5][C:6]1[CH:11]=[CH:10][C:9]([C:12]([N:19]2[C:27]3[C:22](=[C:23]([N:28]4[C:32]([CH3:33])=[CH:31][CH:30]=[C:29]4[CH3:34])[CH:24]=[CH:25][CH:26]=3)[CH:21]=[CH:20]2)([CH2:17][CH3:18])[CH2:13][OH:14])=[CH:8][CH:7]=1. The catalyst class is: 1. (4) Reactant: [CH3:1][C@@H:2]1[C@H:20]([OH:21])[C@@H:19]([CH3:22])[C:17](=[O:18])[C:16]([CH3:24])([CH3:23])[C@@H:15]([OH:25])[CH2:14][C:12](=[O:13])[O:11][C@H:10](/[C:26](/[CH3:35])=[CH:27]/[C:28]2[N:32]=[C:31]([CH2:33]O)[S:30][CH:29]=2)[CH2:9][C@@H:7]2[O:8][C@:6]2([CH3:36])[CH2:5][CH2:4][CH2:3]1.C1(P([N:51]=[N+]=[N-])(C2C=CC=CC=2)=O)C=CC=CC=1.N12CCCN=C1CCCCC2.[NH4+].[Br-].[NH4+].[OH-].CP(C)C. Product: [CH3:1][C@@H:2]1[C@H:20]([OH:21])[C@@H:19]([CH3:22])[C:17](=[O:18])[C:16]([CH3:24])([CH3:23])[C@@H:15]([OH:25])[CH2:14][C:12](=[O:13])[O:11][C@H:10](/[C:26](/[CH3:35])=[CH:27]/[C:28]2[N:32]=[C:31]([CH2:33][NH2:51])[S:30][CH:29]=2)[CH2:9][C@@H:7]2[O:8][C@:6]2([CH3:36])[CH2:5][CH2:4][CH2:3]1. The catalyst class is: 765. (5) Reactant: [H-].[Na+].[N:3]1([CH2:8][CH2:9][CH2:10][CH2:11][C:12]2[CH:17]=[CH:16][C:15]([OH:18])=[CH:14][CH:13]=2)[CH:7]=[CH:6][N:5]=[N:4]1.Cl[CH2:20][C:21]1[C:22]([CH3:34])=[N:23][C:24]([C:27]2[CH:32]=[CH:31][C:30]([F:33])=[CH:29][CH:28]=2)=[CH:25][CH:26]=1.O. Product: [F:33][C:30]1[CH:31]=[CH:32][C:27]([C:24]2[N:23]=[C:22]([CH3:34])[C:21]([CH2:20][O:18][C:15]3[CH:14]=[CH:13][C:12]([CH2:11][CH2:10][CH2:9][CH2:8][N:3]4[CH:7]=[CH:6][N:5]=[N:4]4)=[CH:17][CH:16]=3)=[CH:26][CH:25]=2)=[CH:28][CH:29]=1. The catalyst class is: 9. (6) Reactant: [F:1][C:2]1[CH:7]=[CH:6][CH:5]=[C:4]([I:8])[C:3]=1[CH2:9][OH:10].[H-].[Na+].[CH2:13](Br)[CH:14]=[CH2:15]. Product: [CH2:15]([O:10][CH2:9][C:3]1[C:4]([I:8])=[CH:5][CH:6]=[CH:7][C:2]=1[F:1])[CH:14]=[CH2:13]. The catalyst class is: 1. (7) Reactant: [Br:1][C:2]1[CH:11]=[C:10]2[C:5]([CH2:6][CH2:7][NH:8][CH2:9]2)=[CH:4][CH:3]=1.C(N(CC)CC)C.[C:19](OC(=O)C)(=[O:21])[CH3:20].Cl. Product: [C:19]([N:8]1[CH2:7][CH2:6][C:5]2[C:10](=[CH:11][C:2]([Br:1])=[CH:3][CH:4]=2)[CH2:9]1)(=[O:21])[CH3:20]. The catalyst class is: 119. (8) Reactant: [NH:1]1[CH2:10][CH2:9][CH:4]([C:5]([O:7][CH3:8])=[O:6])[CH2:3][CH2:2]1.C(N(CC)CC)C.Br[CH2:19][C:20]([O:22][C:23]([CH3:26])([CH3:25])[CH3:24])=[O:21]. Product: [C:23]([O:22][C:20](=[O:21])[CH2:19][N:1]1[CH2:10][CH2:9][CH:4]([C:5]([O:7][CH3:8])=[O:6])[CH2:3][CH2:2]1)([CH3:26])([CH3:25])[CH3:24]. The catalyst class is: 7. (9) Reactant: [CH3:1][N:2]1[CH2:7][CH2:6][CH2:5][C:4]([CH2:9][O:10][C:11]2[CH:12]=[C:13]([CH:16]=[CH:17][CH:18]=2)[C:14]#[N:15])([CH3:8])[CH2:3]1. Product: [CH3:1][N:2]1[CH2:7][CH2:6][CH2:5][C:4]([CH2:9][O:10][C:11]2[CH:12]=[C:13]([CH2:14][NH2:15])[CH:16]=[CH:17][CH:18]=2)([CH3:8])[CH2:3]1. The catalyst class is: 94. (10) Reactant: C([O:8][C:9]1[CH:10]=[N:11][C:12]([CH:15]2[CH2:17][CH2:16]2)=[N:13][CH:14]=1)C1C=CC=CC=1. Product: [CH:15]1([C:12]2[N:13]=[CH:14][C:9]([OH:8])=[CH:10][N:11]=2)[CH2:17][CH2:16]1. The catalyst class is: 19.